Dataset: Peptide-MHC class I binding affinity with 185,985 pairs from IEDB/IMGT. Task: Regression. Given a peptide amino acid sequence and an MHC pseudo amino acid sequence, predict their binding affinity value. This is MHC class I binding data. (1) The peptide sequence is KEFTRPLISG. The MHC is HLA-B45:01 with pseudo-sequence HLA-B45:01. The binding affinity (normalized) is 0.272. (2) The peptide sequence is QGWKGSPAI. The MHC is HLA-B40:02 with pseudo-sequence HLA-B40:02. The binding affinity (normalized) is 0.124. (3) The peptide sequence is HSDAVEDFL. The MHC is HLA-A02:11 with pseudo-sequence HLA-A02:11. The binding affinity (normalized) is 0.0847.